This data is from HIV replication inhibition screening data with 41,000+ compounds from the AIDS Antiviral Screen. The task is: Binary Classification. Given a drug SMILES string, predict its activity (active/inactive) in a high-throughput screening assay against a specified biological target. The molecule is O=C1C2C3C=CC(C3)C2S(=O)(=O)C2C3C=CC(C3)C12. The result is 0 (inactive).